Dataset: Full USPTO retrosynthesis dataset with 1.9M reactions from patents (1976-2016). Task: Predict the reactants needed to synthesize the given product. (1) Given the product [C:1]([C:5]1[N:6]([CH2:20][CH2:21][OH:22])[C:7]2[CH:8]=[CH:9][C:10]([N+:16]([O-:18])=[O:17])=[C:11]([C:14]#[N:15])[C:12]=2[CH:13]=1)([CH3:4])([CH3:2])[CH3:3], predict the reactants needed to synthesize it. The reactants are: [C:1]([C:5]1[NH:6][C:7]2[CH:8]=[CH:9][C:10]([N+:16]([O-:18])=[O:17])=[C:11]([C:14]#[N:15])[C:12]=2[CH:13]=1)([CH3:4])([CH3:3])[CH3:2].I[CH2:20][CH2:21][OH:22].C(=O)([O-])[O-].[Cs+].[Cs+]. (2) Given the product [CH3:24][O:23][C:21]1[CH:20]=[CH:19][C:15]2[N:16]=[C:17]([CH3:18])[C:12]3[N:13]([C:9]([C:4]4[CH:5]=[CH:6][CH:7]=[CH:2][C:3]=4[CH3:26])=[N:10][C:11]=3[CH3:25])[C:14]=2[N:22]=1, predict the reactants needed to synthesize it. The reactants are: Cl[C:2]1[CH:3]=[C:4]([C:9]2[N:13]3[C:14]4[N:22]=[C:21]([O:23][CH3:24])[CH:20]=[CH:19][C:15]=4[N:16]=[C:17]([CH3:18])[C:12]3=[C:11]([CH3:25])[N:10]=2)[CH:5]=[C:6](Cl)[CH:7]=1.[CH3:26]C1C=CC=CC=1B(O)O.C([O-])([O-])=O.[K+].[K+]. (3) Given the product [F:1][C:2]([F:10])([F:9])[C:3]([CH3:8])([CH3:7])[C:4]#[N:6], predict the reactants needed to synthesize it. The reactants are: [F:1][C:2]([F:10])([F:9])[C:3]([CH3:8])([CH3:7])[C:4]([NH2:6])=O.O=P12OP3(OP(OP(O3)(O1)=O)(=O)O2)=O. (4) Given the product [CH2:18]([C:17]([C:21]1[CH:26]=[CH:25][C:24]([O:27][CH2:28][C:29]([O:31][CH2:32][CH3:33])=[O:30])=[CH:23][CH:22]=1)=[C:8]([C:10]1[CH:15]=[CH:14][C:13]([OH:16])=[CH:12][CH:11]=1)[C:5]1[CH:6]=[CH:7][C:2]([OH:1])=[CH:3][CH:4]=1)[CH3:19], predict the reactants needed to synthesize it. The reactants are: [OH:1][C:2]1[CH:7]=[CH:6][C:5]([C:8]([C:10]2[CH:15]=[CH:14][C:13]([OH:16])=[CH:12][CH:11]=2)=O)=[CH:4][CH:3]=1.[C:17]([C:21]1[CH:26]=[CH:25][C:24]([O:27][CH2:28][C:29]([O:31][CH2:32][CH3:33])=[O:30])=[CH:23][CH:22]=1)(=O)[CH2:18][CH3:19]. (5) Given the product [CH3:24][NH:25][C:18]([C@@H:16]1[O:15][C:14](=[O:22])[N:13]([C:11]2[CH:10]=[CH:9][C:8]3[N:4]([CH:1]([CH3:2])[CH3:3])[C:5](=[O:23])[S:6][C:7]=3[CH:12]=2)[CH2:17]1)=[O:20], predict the reactants needed to synthesize it. The reactants are: [CH:1]([N:4]1[C:8]2[CH:9]=[CH:10][C:11]([N:13]3[CH2:17][C@H:16]([C:18]([O:20]C)=O)[O:15][C:14]3=[O:22])=[CH:12][C:7]=2[S:6][C:5]1=[O:23])([CH3:3])[CH3:2].[CH3:24][NH2:25]. (6) Given the product [CH2:1]([C:8]1([OH:26])[CH2:13][CH2:12][N:11]([C:14]([C:16]2[C:24]3[O:23][CH2:22][O:21][C:20]=3[CH:19]=[CH:18][C:17]=2[C:30]2[CH:31]=[CH:32][N:27]=[CH:28][CH:29]=2)=[O:15])[CH2:10][CH2:9]1)[C:2]1[CH:7]=[CH:6][CH:5]=[CH:4][CH:3]=1, predict the reactants needed to synthesize it. The reactants are: [CH2:1]([C:8]1([OH:26])[CH2:13][CH2:12][N:11]([C:14]([C:16]2[C:24]3[O:23][CH2:22][O:21][C:20]=3[CH:19]=[CH:18][C:17]=2Br)=[O:15])[CH2:10][CH2:9]1)[C:2]1[CH:7]=[CH:6][CH:5]=[CH:4][CH:3]=1.[N:27]1[CH:32]=[CH:31][C:30](B(O)O)=[CH:29][CH:28]=1.C(=O)([O-])[O-].[Na+].[Na+].COCCOC. (7) The reactants are: Cl[C:2]1[CH:12]=[CH:11][C:5]([C:6]([NH:8][CH2:9][CH3:10])=[O:7])=[CH:4][C:3]=1[N+:13]([O-:15])=[O:14].C([O-])([O-])=O.[K+].[K+].[CH:22]1([NH2:30])[CH2:29][CH2:28][CH2:27][CH2:26][CH2:25][CH2:24][CH2:23]1. Given the product [CH:22]1([NH:30][C:2]2[CH:12]=[CH:11][C:5]([C:6]([NH:8][CH2:9][CH3:10])=[O:7])=[CH:4][C:3]=2[N+:13]([O-:15])=[O:14])[CH2:29][CH2:28][CH2:27][CH2:26][CH2:25][CH2:24][CH2:23]1, predict the reactants needed to synthesize it. (8) Given the product [CH3:25][C:26]1([CH3:32])[CH2:31][CH2:30][N:29]([S:10]([C:7]2[CH:8]=[CH:9][C:4]([N+:1]([O-:3])=[O:2])=[CH:5][CH:6]=2)(=[O:12])=[O:11])[CH2:28][CH2:27]1, predict the reactants needed to synthesize it. The reactants are: [N+:1]([C:4]1[CH:9]=[CH:8][C:7]([S:10](Cl)(=[O:12])=[O:11])=[CH:6][CH:5]=1)([O-:3])=[O:2].N1C=CC=CC=1.C1COCC1.[CH3:25][C:26]1([CH3:32])[CH2:31][CH2:30][NH:29][CH2:28][CH2:27]1. (9) Given the product [CH:2]([C:3]1[CH:4]=[CH:5][C:6]([NH:9][C:10]([C:12]2[CH:22]=[C:21]([O:23][C:24]3[CH:29]=[CH:28][C:27]([C:30](=[O:34])[N:31]([CH3:33])[CH3:32])=[C:26]([F:35])[CH:25]=3)[C:15]3[CH2:16][C:17]([CH3:20])([CH3:19])[O:18][C:14]=3[CH:13]=2)=[O:11])=[N:7][CH:8]=1)=[O:1], predict the reactants needed to synthesize it. The reactants are: [OH:1][CH2:2][C:3]1[CH:4]=[CH:5][C:6]([NH:9][C:10]([C:12]2[CH:22]=[C:21]([O:23][C:24]3[CH:29]=[CH:28][C:27]([C:30](=[O:34])[N:31]([CH3:33])[CH3:32])=[C:26]([F:35])[CH:25]=3)[C:15]3[CH2:16][C:17]([CH3:20])([CH3:19])[O:18][C:14]=3[CH:13]=2)=[O:11])=[N:7][CH:8]=1.CC(OI1(OC(C)=O)(OC(C)=O)OC(=O)C2C=CC=CC1=2)=O.